From a dataset of NCI-60 drug combinations with 297,098 pairs across 59 cell lines. Regression. Given two drug SMILES strings and cell line genomic features, predict the synergy score measuring deviation from expected non-interaction effect. (1) Drug 1: C1=CC(=CC=C1CC(C(=O)O)N)N(CCCl)CCCl.Cl. Drug 2: CN(CCCl)CCCl.Cl. Cell line: OVCAR-8. Synergy scores: CSS=2.73, Synergy_ZIP=-4.82, Synergy_Bliss=-3.16, Synergy_Loewe=-6.50, Synergy_HSA=-5.79. (2) Drug 1: CN(C)C1=NC(=NC(=N1)N(C)C)N(C)C. Drug 2: CCC1=C2CN3C(=CC4=C(C3=O)COC(=O)C4(CC)O)C2=NC5=C1C=C(C=C5)O. Cell line: A498. Synergy scores: CSS=-1.92, Synergy_ZIP=-6.74, Synergy_Bliss=-2.45, Synergy_Loewe=-34.9, Synergy_HSA=-6.71. (3) Drug 1: CCCS(=O)(=O)NC1=C(C(=C(C=C1)F)C(=O)C2=CNC3=C2C=C(C=N3)C4=CC=C(C=C4)Cl)F. Drug 2: CC1=C(C(=O)C2=C(C1=O)N3CC4C(C3(C2COC(=O)N)OC)N4)N. Cell line: UACC62. Synergy scores: CSS=61.6, Synergy_ZIP=2.93, Synergy_Bliss=1.93, Synergy_Loewe=6.00, Synergy_HSA=8.21. (4) Drug 1: CCCS(=O)(=O)NC1=C(C(=C(C=C1)F)C(=O)C2=CNC3=C2C=C(C=N3)C4=CC=C(C=C4)Cl)F. Drug 2: COC1=NC(=NC2=C1N=CN2C3C(C(C(O3)CO)O)O)N. Cell line: SK-OV-3. Synergy scores: CSS=0.513, Synergy_ZIP=2.09, Synergy_Bliss=4.00, Synergy_Loewe=0.911, Synergy_HSA=1.45. (5) Drug 1: C1CCC(C1)C(CC#N)N2C=C(C=N2)C3=C4C=CNC4=NC=N3. Drug 2: CN(CC1=CN=C2C(=N1)C(=NC(=N2)N)N)C3=CC=C(C=C3)C(=O)NC(CCC(=O)O)C(=O)O. Cell line: UACC62. Synergy scores: CSS=-1.97, Synergy_ZIP=-1.73, Synergy_Bliss=-1.56, Synergy_Loewe=-22.3, Synergy_HSA=-10.2. (6) Drug 1: CC1=C(C=C(C=C1)NC(=O)C2=CC=C(C=C2)CN3CCN(CC3)C)NC4=NC=CC(=N4)C5=CN=CC=C5. Drug 2: CC(C)(C#N)C1=CC(=CC(=C1)CN2C=NC=N2)C(C)(C)C#N. Cell line: BT-549. Synergy scores: CSS=-3.08, Synergy_ZIP=0.300, Synergy_Bliss=-1.89, Synergy_Loewe=-3.53, Synergy_HSA=-3.42. (7) Drug 1: CC1C(C(=O)NC(C(=O)N2CCCC2C(=O)N(CC(=O)N(C(C(=O)O1)C(C)C)C)C)C(C)C)NC(=O)C3=C4C(=C(C=C3)C)OC5=C(C(=O)C(=C(C5=N4)C(=O)NC6C(OC(=O)C(N(C(=O)CN(C(=O)C7CCCN7C(=O)C(NC6=O)C(C)C)C)C)C(C)C)C)N)C. Drug 2: C1C(C(OC1N2C=NC(=NC2=O)N)CO)O. Cell line: HCT116. Synergy scores: CSS=39.2, Synergy_ZIP=8.89, Synergy_Bliss=10.5, Synergy_Loewe=7.93, Synergy_HSA=9.33. (8) Drug 1: CS(=O)(=O)CCNCC1=CC=C(O1)C2=CC3=C(C=C2)N=CN=C3NC4=CC(=C(C=C4)OCC5=CC(=CC=C5)F)Cl. Drug 2: COCCOC1=C(C=C2C(=C1)C(=NC=N2)NC3=CC=CC(=C3)C#C)OCCOC.Cl. Cell line: T-47D. Synergy scores: CSS=2.88, Synergy_ZIP=-0.788, Synergy_Bliss=2.88, Synergy_Loewe=-3.83, Synergy_HSA=0.0674.